This data is from NCI-60 drug combinations with 297,098 pairs across 59 cell lines. The task is: Regression. Given two drug SMILES strings and cell line genomic features, predict the synergy score measuring deviation from expected non-interaction effect. (1) Drug 1: CNC(=O)C1=NC=CC(=C1)OC2=CC=C(C=C2)NC(=O)NC3=CC(=C(C=C3)Cl)C(F)(F)F. Drug 2: CN1C2=C(C=C(C=C2)N(CCCl)CCCl)N=C1CCCC(=O)O.Cl. Cell line: UACC62. Synergy scores: CSS=-1.83, Synergy_ZIP=1.95, Synergy_Bliss=1.98, Synergy_Loewe=0.715, Synergy_HSA=-0.636. (2) Drug 1: C1=CC=C(C=C1)NC(=O)CCCCCCC(=O)NO. Drug 2: C1CC(CNC1)C2=CC=C(C=C2)N3C=C4C=CC=C(C4=N3)C(=O)N. Cell line: HT29. Synergy scores: CSS=70.2, Synergy_ZIP=4.77, Synergy_Bliss=7.46, Synergy_Loewe=2.66, Synergy_HSA=9.47.